Dataset: NCI-60 drug combinations with 297,098 pairs across 59 cell lines. Task: Regression. Given two drug SMILES strings and cell line genomic features, predict the synergy score measuring deviation from expected non-interaction effect. (1) Drug 1: CC12CCC(CC1=CCC3C2CCC4(C3CC=C4C5=CN=CC=C5)C)O. Drug 2: C1=C(C(=O)NC(=O)N1)N(CCCl)CCCl. Cell line: SNB-75. Synergy scores: CSS=23.8, Synergy_ZIP=5.70, Synergy_Bliss=5.00, Synergy_Loewe=1.24, Synergy_HSA=4.18. (2) Drug 1: CC1OCC2C(O1)C(C(C(O2)OC3C4COC(=O)C4C(C5=CC6=C(C=C35)OCO6)C7=CC(=C(C(=C7)OC)O)OC)O)O. Drug 2: CC(C1=C(C=CC(=C1Cl)F)Cl)OC2=C(N=CC(=C2)C3=CN(N=C3)C4CCNCC4)N. Cell line: 786-0. Synergy scores: CSS=6.32, Synergy_ZIP=-9.81, Synergy_Bliss=-3.03, Synergy_Loewe=-11.8, Synergy_HSA=-2.58. (3) Drug 1: CN1CCC(CC1)COC2=C(C=C3C(=C2)N=CN=C3NC4=C(C=C(C=C4)Br)F)OC. Synergy scores: CSS=12.0, Synergy_ZIP=0.495, Synergy_Bliss=4.75, Synergy_Loewe=-0.843, Synergy_HSA=2.02. Drug 2: CC1=CC2C(CCC3(C2CCC3(C(=O)C)OC(=O)C)C)C4(C1=CC(=O)CC4)C. Cell line: HT29.